Task: Regression. Given a peptide amino acid sequence and an MHC pseudo amino acid sequence, predict their binding affinity value. This is MHC class I binding data.. Dataset: Peptide-MHC class I binding affinity with 185,985 pairs from IEDB/IMGT (1) The peptide sequence is FFVRPQVPL. The MHC is HLA-B53:01 with pseudo-sequence HLA-B53:01. The binding affinity (normalized) is 0.00358. (2) The peptide sequence is VLLPVLFGV. The MHC is HLA-A02:02 with pseudo-sequence HLA-A02:02. The binding affinity (normalized) is 0.966. (3) The peptide sequence is KELYPLTSL. The MHC is HLA-B45:01 with pseudo-sequence HLA-B45:01. The binding affinity (normalized) is 0.341.